From a dataset of Catalyst prediction with 721,799 reactions and 888 catalyst types from USPTO. Predict which catalyst facilitates the given reaction. (1) Reactant: [Cl:1][C:2]1[CH:11]=[CH:10][C:9]2[C:4](=[N:5][CH:6]=[CH:7][C:8]=2Cl)[N:3]=1.[NH2:13][C:14]1[CH:19]=[C:18]([CH3:20])[CH:17]=[CH:16][C:15]=1[S:21][C:22]1[CH:27]=[CH:26][C:25]([OH:28])=[CH:24][CH:23]=1. Product: [Cl:1][C:2]1[N:3]=[C:4]2[C:9]([C:8]([NH:13][C:14]3[CH:19]=[C:18]([CH3:20])[CH:17]=[CH:16][C:15]=3[S:21][C:22]3[CH:27]=[CH:26][C:25]([OH:28])=[CH:24][CH:23]=3)=[CH:7][CH:6]=[N:5]2)=[CH:10][CH:11]=1. The catalyst class is: 8. (2) Reactant: [CH2:1]([O:3][C@H:4]([CH2:8][C:9]1[CH:14]=[CH:13][C:12]([O:15][CH2:16][C:17]([C:19]2[CH:24]=[CH:23][CH:22]=[C:21]([O:25][CH3:26])[CH:20]=2)=[O:18])=[CH:11][CH:10]=1)[C:5]([OH:7])=O)[CH3:2].F[P-](F)(F)(F)(F)F.C[N+](C)=[C:36](N(C)C)[O:37][N:38]1C2N=CC=CC=2N=N1.C(N(CC)C(C)C)(C)C.[Cl-].CO[NH3+]. Product: [CH2:1]([O:3][C@H:4]([CH2:8][C:9]1[CH:14]=[CH:13][C:12]([O:15][CH2:16][C:17]([C:19]2[CH:24]=[CH:23][CH:22]=[C:21]([O:25][CH3:26])[CH:20]=2)=[O:18])=[CH:11][CH:10]=1)[C:5]([NH:38][O:37][CH3:36])=[O:7])[CH3:2]. The catalyst class is: 35.